From a dataset of Reaction yield outcomes from USPTO patents with 853,638 reactions. Predict the reaction yield, written as a fraction of the theoretical maximum amount of product (1.0 means a 100% yield; for example, 0.34 means a 34% yield). (1) The reactants are CC([CH:5]1[CH2:10][CH:9]([CH2:11][N:12]2[CH2:17][CH2:16][CH2:15][CH2:14][CH2:13]2)[CH2:8][CH2:7][N:6]1[C:18]([O-])=O)(C)C.C(O)(C(F)(F)F)=O.[CH3:28][O:29][C:30]1[CH:35]=C(F)[CH:33]=[CH:32][C:31]=1[N+:37]([O-:39])=[O:38].C([O-])([O-])=O.[K+].[K+]. The catalyst is C(Cl)Cl.CS(C)=O.CCOC(C)=O. The product is [CH3:28][O:29][C:30]1[CH:35]=[C:18]([N:6]2[CH2:5][CH2:10][CH:9]([CH2:11][N:12]3[CH2:13][CH2:14][CH2:15][CH2:16][CH2:17]3)[CH2:8][CH2:7]2)[CH:33]=[CH:32][C:31]=1[N+:37]([O-:39])=[O:38]. The yield is 0.600. (2) The reactants are [CH2:1]([O:3][CH:4]=[CH:5][C:6]([O:8]CC)=[O:7])[CH3:2].[OH-].[Na+:12]. The catalyst is O. The product is [CH2:1]([O:3][CH:4]=[CH:5][C:6]([O-:8])=[O:7])[CH3:2].[Na+:12]. The yield is 0.970.